Dataset: Reaction yield outcomes from USPTO patents with 853,638 reactions. Task: Predict the reaction yield, written as a fraction of the theoretical maximum amount of product (1.0 means a 100% yield; for example, 0.34 means a 34% yield). (1) The reactants are [CH2:1]([O:4][C:5]1[CH:10]=[CH:9][C:8]([N+:11]([O-])=O)=[CH:7][CH:6]=1)[CH:2]=[CH2:3].CC(O)=O.C([O-])([O-])=O.[Na+].[Na+]. The catalyst is O.[Fe]. The product is [CH2:1]([O:4][C:5]1[CH:10]=[CH:9][C:8]([NH2:11])=[CH:7][CH:6]=1)[CH:2]=[CH2:3]. The yield is 0.600. (2) The reactants are [Br:1][C:2]1[CH:3]=[C:4]([CH2:39][C:40]([OH:42])=[O:41])[CH:5]=[C:6]([Br:38])[C:7]=1[O:8][C:9]1[CH:14]=[C:13]([CH:15]([CH3:17])[CH3:16])[C:12]([O:18][CH3:19])=[CH:11][C:10]=1[CH:20]([O:28][C:29]1[CH:34]=[CH:33][C:32]([N+:35]([O-])=O)=[CH:31][CH:30]=1)[C:21]1[CH:26]=[CH:25][CH:24]=[C:23]([CH3:27])[CH:22]=1.[O-]S(S([O-])=O)=O.[Na+].[Na+]. The catalyst is C(O)C. The product is [Br:1][C:2]1[CH:3]=[C:4]([CH2:39][C:40]([OH:42])=[O:41])[CH:5]=[C:6]([Br:38])[C:7]=1[O:8][C:9]1[CH:14]=[C:13]([CH:15]([CH3:17])[CH3:16])[C:12]([O:18][CH3:19])=[CH:11][C:10]=1[CH:20]([O:28][C:29]1[CH:30]=[CH:31][C:32]([NH2:35])=[CH:33][CH:34]=1)[C:21]1[CH:26]=[CH:25][CH:24]=[C:23]([CH3:27])[CH:22]=1. The yield is 0.310.